Dataset: Reaction yield outcomes from USPTO patents with 853,638 reactions. Task: Predict the reaction yield, written as a fraction of the theoretical maximum amount of product (1.0 means a 100% yield; for example, 0.34 means a 34% yield). The reactants are [Br:1][C:2]1[CH:12]=[CH:11][C:5]([O:6][CH2:7][C:8]([OH:10])=O)=[CH:4][CH:3]=1.[NH2:13][C:14]1[CH:15]=[C:16]([CH:20]=[CH:21][N:22]=1)[C:17]([NH2:19])=[O:18].C1CN([P+](ON2N=NC3C=CC=CC2=3)(N2CCCC2)N2CCCC2)CC1.F[P-](F)(F)(F)(F)F.CO. The catalyst is CN(C1C=CN=CC=1)C.CN(C=O)C. The product is [Br:1][C:2]1[CH:3]=[CH:4][C:5]([O:6][CH2:7][C:8]([NH:13][C:14]2[CH:15]=[C:16]([CH:20]=[CH:21][N:22]=2)[C:17]([NH2:19])=[O:18])=[O:10])=[CH:11][CH:12]=1. The yield is 0.550.